This data is from Full USPTO retrosynthesis dataset with 1.9M reactions from patents (1976-2016). The task is: Predict the reactants needed to synthesize the given product. (1) Given the product [NH2:32][C:18]1[S:19]/[C:15](=[CH:14]\[C:11]2[CH:12]=[C:13]3[C:8](=[CH:9][CH:10]=2)[N:7]=[CH:6][C:5]([S:24]([CH3:27])(=[O:26])=[O:25])=[C:4]3[O:3][CH2:1][CH3:2])/[C:16](=[O:23])[N:17]=1, predict the reactants needed to synthesize it. The reactants are: [CH2:1]([O:3][C:4]1[C:13]2[C:8](=[CH:9][CH:10]=[C:11]([CH:14]=[C:15]3[S:19][C:18](SCC)=[N:17][C:16]3=[O:23])[CH:12]=2)[N:7]=[CH:6][C:5]=1[S:24]([CH3:27])(=[O:26])=[O:25])[CH3:2].N.C([N:32](C(C)C)CC)(C)C. (2) Given the product [C:5]1([NH:4][C:2]#[N:1])[CH:10]=[CH:9][CH:8]=[CH:7][CH:6]=1, predict the reactants needed to synthesize it. The reactants are: [N:1]#[C:2]Br.[NH2:4][C:5]1[CH:10]=[CH:9][CH:8]=[CH:7][CH:6]=1. (3) Given the product [OH:20][C:21]1[C:22](=[O:38])[NH:23][CH:24]=[C:25]([S:27][CH2:28][C:29]2[CH:30]=[N:31][CH:32]=[CH:33][CH:34]=2)[CH:26]=1, predict the reactants needed to synthesize it. The reactants are: C(SC1C=C(O)C(=O)NC=1)C1C=CC=CC=1.COC[O:20][C:21]1[C:22](=[O:38])[N:23](COC)[CH:24]=[C:25]([S:27][CH2:28][C:29]2[CH:30]=[N:31][CH:32]=[CH:33][CH:34]=2)[CH:26]=1. (4) The reactants are: [NH2:1][C:2]1[C:3]([O:15][CH3:16])=[C:4]([CH:9]([OH:14])[C:10]([F:13])([F:12])[F:11])[CH:5]=[C:6](Br)[CH:7]=1.[NH:17]1[CH2:22][CH2:21][O:20][CH2:19][CH2:18]1.N1CCC[C@H]1C(O)=O.C(=O)([O-])[O-].[K+].[K+].[Cl-].[NH4+]. Given the product [NH2:1][C:2]1[C:3]([O:15][CH3:16])=[C:4]([CH:9]([OH:14])[C:10]([F:13])([F:12])[F:11])[CH:5]=[C:6]([N:17]2[CH2:22][CH2:21][O:20][CH2:19][CH2:18]2)[CH:7]=1, predict the reactants needed to synthesize it. (5) Given the product [C:29]1([C:23]2[CH:24]=[CH:25][CH:26]=[CH:27][CH:28]=2)[CH:36]=[CH:35][CH:34]=[CH:33][C:30]=1[CH2:31][N:20]1[CH2:21][CH2:22][C@H:18]([NH:17][C:15]([NH:14][C:12]2[C:11]3[C:6](=[CH:7][CH:8]=[CH:9][CH:10]=3)[N:5]=[C:4]([CH3:3])[CH:13]=2)=[O:16])[CH2:19]1, predict the reactants needed to synthesize it. The reactants are: Cl.Cl.[CH3:3][C:4]1[CH:13]=[C:12]([NH:14][C:15]([NH:17][CH:18]2[CH2:22][CH2:21][NH:20][CH2:19]2)=[O:16])[C:11]2[C:6](=[CH:7][CH:8]=[CH:9][CH:10]=2)[N:5]=1.[C:23]1([C:29]2[CH:36]=[CH:35][CH:34]=[CH:33][C:30]=2[CH2:31]Br)[CH:28]=[CH:27][CH:26]=[CH:25][CH:24]=1.